This data is from Catalyst prediction with 721,799 reactions and 888 catalyst types from USPTO. The task is: Predict which catalyst facilitates the given reaction. (1) Reactant: [Br:1][C:2]1[CH:3]=[C:4]([CH:9]=[CH:10][CH:11]=1)[C:5](=O)[CH2:6]Br.[NH2:12][C:13]1[CH:18]=[CH:17][CH:16]=[CH:15][N:14]=1.C(=O)([O-])O.[Na+]. Product: [Br:1][C:2]1[CH:3]=[C:4]([C:5]2[N:12]=[C:13]3[CH:18]=[CH:17][CH:16]=[CH:15][N:14]3[CH:6]=2)[CH:9]=[CH:10][CH:11]=1. The catalyst class is: 8. (2) Reactant: O1CCCCC1[N:7]1[CH:15]=[C:14]2[C:9]([CH:10]=[CH:11][CH:12]=[C:13]2[NH:16][C:17]2[C:22]([C:23]3[N:31]=[CH:30][N:29]=[C:28]4[C:24]=3[N:25]=[CH:26][N:27]4C3CCCCO3)=[CH:21][CH:20]=[CH:19][N:18]=2)=[N:8]1.[C:38]12([CH2:48][S:49]([OH:52])(=[O:51])=[O:50])[C:45]([CH3:47])([CH3:46])[CH:42]([CH2:43][CH2:44]1)[CH2:41][C:39]2=[O:40].N#N.C(Cl)Cl. Product: [C:38]12([CH2:48][S:49]([OH:52])(=[O:50])=[O:51])[C:45]([CH3:47])([CH3:46])[CH:42]([CH2:43][CH2:44]1)[CH2:41][C:39]2=[O:40].[N:31]1[C:23]([C:22]2[C:17]([NH:16][C:13]3[C:14]4[CH:15]=[N:7][NH:8][C:9]=4[CH:10]=[CH:11][CH:12]=3)=[N:18][CH:19]=[CH:20][CH:21]=2)=[C:24]2[C:28]([NH:27][CH:26]=[N:25]2)=[N:29][CH:30]=1. The catalyst class is: 61. (3) Reactant: [F:1][C:2]([F:14])([F:13])[C:3]1[NH:7][N:6]=[C:5]([C:8]2[S:9][CH:10]=[CH:11][CH:12]=2)[CH:4]=1.[C:15](O[C:15]([O:17][C:18]([CH3:21])([CH3:20])[CH3:19])=[O:16])([O:17][C:18]([CH3:21])([CH3:20])[CH3:19])=[O:16]. Product: [C:18]([O:17][C:15]([N:7]1[C:3]([C:2]([F:13])([F:1])[F:14])=[CH:4][C:5]([C:8]2[S:9][CH:10]=[CH:11][CH:12]=2)=[N:6]1)=[O:16])([CH3:21])([CH3:20])[CH3:19]. The catalyst class is: 599.